From a dataset of Full USPTO retrosynthesis dataset with 1.9M reactions from patents (1976-2016). Predict the reactants needed to synthesize the given product. (1) Given the product [CH2:38]([NH:40][C:4]([C:6]1[C:7](=[O:37])[C:8]2[CH:13]=[N:12][C:11]([NH:14][C:15]3[CH:20]=[CH:19][CH:18]=[C:17]([C:21](=[O:25])[N:22]([CH3:24])[CH3:23])[CH:16]=3)=[N:10][C:9]=2[N:26]([C:28]2[CH:29]=[C:30]3[C:34](=[CH:35][CH:36]=2)[CH2:33][CH2:32][CH2:31]3)[CH:27]=1)=[O:3])[CH3:39], predict the reactants needed to synthesize it. The reactants are: C([O:3][C:4]([C:6]1[C:7](=[O:37])[C:8]2[CH:13]=[N:12][C:11]([NH:14][C:15]3[CH:20]=[CH:19][CH:18]=[C:17]([C:21](=[O:25])[N:22]([CH3:24])[CH3:23])[CH:16]=3)=[N:10][C:9]=2[N:26]([C:28]2[CH:29]=[C:30]3[C:34](=[CH:35][CH:36]=2)[CH2:33][CH2:32][CH2:31]3)[CH:27]=1)=O)C.[CH2:38]([NH2:40])[CH3:39]. (2) Given the product [CH3:1][N:2]([CH2:3][CH2:4][N:5]1[CH2:10][CH2:9][N:8]([CH2:11][C:43]2[CH:46]=[CH:47][C:40]([C:39]([F:49])([F:48])[F:38])=[CH:41][CH:42]=2)[CH2:7][CH2:6]1)[CH2:18][C@:19]1([CH3:30])[O:23][C:22]2=[N:24][C:25]([N+:27]([O-:29])=[O:28])=[CH:26][N:21]2[CH2:20]1, predict the reactants needed to synthesize it. The reactants are: [CH3:1][N:2]([CH2:18][C@:19]1([CH3:30])[O:23][C:22]2=[N:24][C:25]([N+:27]([O-:29])=[O:28])=[CH:26][N:21]2[CH2:20]1)[CH2:3][CH2:4][N:5]1[CH2:10][CH2:9][N:8]([C:11](OC(C)(C)C)=O)[CH2:7][CH2:6]1.FC(F)(F)C(O)=O.[F:38][C:39]([F:49])([F:48])[C:40]1[CH:47]=[CH:46][C:43](C=O)=[CH:42][CH:41]=1.[B-]C#N.[Na+].C(=O)([O-])O.[Na+]. (3) Given the product [CH3:1][N:2]1[C:16]2[C:11](=[CH:12][CH:13]=[CH:14][CH:15]=2)[C:4]([CH2:5][C@@H:6]([C:8]([OH:10])=[O:9])[NH:7][C:17](=[O:20])[CH:3]=[CH:4][C:11]2[CH:16]=[CH:15][CH:14]=[CH:13][CH:12]=2)=[CH:3]1, predict the reactants needed to synthesize it. The reactants are: [CH3:1][N:2]1[C:16]2[C:11](=[CH:12][CH:13]=[CH:14][CH:15]=2)[C:4]([CH2:5][C@@H:6]([C:8]([OH:10])=[O:9])[NH2:7])=[CH:3]1.[C:17](=[O:20])([O-])O.[Na+].O. (4) Given the product [Cl:1][C:2]1[N:10]=[CH:9][CH:8]=[CH:7][C:3]=1[C:4]([NH:38][C:35]1([C:33](=[O:34])[NH:32][CH2:31][C:30]2[CH:39]=[CH:40][C:27]([N:19]3[C:20]4[C:25](=[CH:24][C:23]([Cl:26])=[CH:22][CH:21]=4)[C:17]([Cl:16])=[C:18]3[C:41]3[N:45]=[C:44]([CH3:46])[O:43][N:42]=3)=[CH:28][CH:29]=2)[CH2:37][CH2:36]1)=[O:6], predict the reactants needed to synthesize it. The reactants are: [Cl:1][C:2]1[N:10]=[CH:9][CH:8]=[CH:7][C:3]=1[C:4]([OH:6])=O.CN(C)C=O.[Cl:16][C:17]1[C:25]2[C:20](=[CH:21][CH:22]=[C:23]([Cl:26])[CH:24]=2)[N:19]([C:27]2[CH:40]=[CH:39][C:30]([CH2:31][NH:32][C:33]([C:35]3([NH2:38])[CH2:37][CH2:36]3)=[O:34])=[CH:29][CH:28]=2)[C:18]=1[C:41]1[N:45]=[C:44]([CH3:46])[O:43][N:42]=1.CN(C(ON1N=NC2C=CC=NC1=2)=[N+](C)C)C.F[P-](F)(F)(F)(F)F.C(N(CC)C(C)C)(C)C.